From a dataset of Full USPTO retrosynthesis dataset with 1.9M reactions from patents (1976-2016). Predict the reactants needed to synthesize the given product. (1) Given the product [O:9]=[C:8]([C:10]1[CH:15]=[CH:14][CH:13]=[CH:12][CH:11]=1)[CH2:7][N:20]1[C:16](=[O:26])[C:17]2[C:18](=[CH:22][CH:23]=[CH:24][CH:25]=2)[C:19]1=[O:21], predict the reactants needed to synthesize it. The reactants are: CN(C=O)C.Br[CH2:7][C:8]([C:10]1[CH:15]=[CH:14][CH:13]=[CH:12][CH:11]=1)=[O:9].[C:16]1(=[O:26])[NH:20][C:19](=[O:21])[C:18]2=[CH:22][CH:23]=[CH:24][CH:25]=[C:17]12.[K]. (2) Given the product [Br:1][C:2]1[C:3]([F:11])=[C:4]([CH:5]=[CH:6][CH:7]=1)[NH2:8], predict the reactants needed to synthesize it. The reactants are: [Br:1][C:2]1[CH:7]=[CH:6][CH:5]=[C:4]([N+:8]([O-])=O)[C:3]=1[F:11]. (3) Given the product [Cl:1][C:2]1[CH:9]=[CH:8][C:5]([C:6]#[N:7])=[C:4]([O:10][C:11]2[CH:16]=[C:15]([O:17][CH3:22])[CH:14]=[C:13]([CH:18]=[O:19])[CH:12]=2)[CH:3]=1, predict the reactants needed to synthesize it. The reactants are: [Cl:1][C:2]1[CH:9]=[CH:8][C:5]([C:6]#[N:7])=[C:4]([O:10][C:11]2[CH:16]=[C:15]([OH:17])[CH:14]=[C:13]([CH:18]=[O:19])[CH:12]=2)[CH:3]=1.[H-].[Na+].[CH3:22]I. (4) Given the product [O:12]=[C:8]1[CH:7]=[CH:6][C:5]2[C:10](=[CH:11][C:2]([NH:1][C:23](=[O:24])[C:22]3[CH:26]=[CH:27][C:19]([C:13]4[CH:18]=[CH:17][CH:16]=[CH:15][CH:14]=4)=[N:20][CH:21]=3)=[CH:3][CH:4]=2)[NH:9]1, predict the reactants needed to synthesize it. The reactants are: [NH2:1][C:2]1[CH:11]=[C:10]2[C:5]([CH:6]=[CH:7][C:8](=[O:12])[NH:9]2)=[CH:4][CH:3]=1.[C:13]1([C:19]2[CH:27]=[CH:26][C:22]([C:23](O)=[O:24])=[CH:21][N:20]=2)[CH:18]=[CH:17][CH:16]=[CH:15][CH:14]=1. (5) Given the product [Br:5][C:6]1[C:7]([Cl:15])=[N:8][CH:9]=[C:10]([CH:14]=1)[C:11]([NH:34][C:33]1[CH:35]=[CH:36][C:30]([S:29][C:26]([F:28])([F:25])[F:27])=[CH:31][CH:32]=1)=[O:13], predict the reactants needed to synthesize it. The reactants are: O=S(Cl)Cl.[Br:5][C:6]1[C:7]([Cl:15])=[N:8][CH:9]=[C:10]([CH:14]=1)[C:11]([OH:13])=O.CCN(C(C)C)C(C)C.[F:25][C:26]([S:29][C:30]1[CH:36]=[CH:35][C:33]([NH2:34])=[CH:32][CH:31]=1)([F:28])[F:27].Cl.